Dataset: Full USPTO retrosynthesis dataset with 1.9M reactions from patents (1976-2016). Task: Predict the reactants needed to synthesize the given product. (1) Given the product [CH3:31][C:28]([O:27][C:25](=[O:26])[C@H:24]1[CH2:32][CH2:33][CH2:34][N:23]1[C:2]1[CH:11]=[CH:10][C:9]2[C:4](=[CH:5][CH:6]=[C:7]([Cl:22])[C:8]=2[C:12]([NH:14][CH2:15][CH:16]2[CH2:21][CH2:20][CH2:19][CH2:18][CH2:17]2)=[O:13])[N:3]=1)([CH3:29])[CH3:30], predict the reactants needed to synthesize it. The reactants are: Cl[C:2]1[CH:11]=[CH:10][C:9]2[C:8]([C:12]([NH:14][CH2:15][CH:16]3[CH2:21][CH2:20][CH2:19][CH2:18][CH2:17]3)=[O:13])=[C:7]([Cl:22])[CH:6]=[CH:5][C:4]=2[N:3]=1.[NH:23]1[CH2:34][CH2:33][CH2:32][C@@H:24]1[C:25]([O:27][C:28]([CH3:31])([CH3:30])[CH3:29])=[O:26]. (2) Given the product [CH3:1][O:2][C:3]([C:5]1([NH:14][C:15](=[O:26])[C:16]2[CH:21]=[CH:20][C:19]([O:22][CH3:23])=[C:18]([CH2:24][OH:25])[CH:17]=2)[CH2:6][C:7]2[C:12](=[CH:11][CH:10]=[CH:9][CH:8]=2)[CH2:13]1)=[O:4], predict the reactants needed to synthesize it. The reactants are: [CH3:1][O:2][C:3]([C:5]1([NH:14][C:15](=[O:26])[C:16]2[CH:21]=[CH:20][C:19]([O:22][CH3:23])=[C:18]([CH:24]=[O:25])[CH:17]=2)[CH2:13][C:12]2[C:7](=[CH:8][CH:9]=[CH:10][CH:11]=2)[CH2:6]1)=[O:4].[BH4-].[Na+].CO.